Predict the product of the given reaction. From a dataset of Forward reaction prediction with 1.9M reactions from USPTO patents (1976-2016). (1) Given the reactants [CH2:1]([O:8][C:9]([NH:11][C@@H:12]([CH:16]([CH3:18])[CH3:17])[C:13]([OH:15])=O)=[O:10])[C:2]1[CH:7]=[CH:6][CH:5]=[CH:4][CH:3]=1.Cl.[CH3:20][O:21]CN.CCN=C=NCCC[N:32]([CH3:34])C.Cl.CCN(C(C)C)C(C)C, predict the reaction product. The product is: [CH2:1]([O:8][C:9](=[O:10])[NH:11][C@H:12]([C:13](=[O:15])[N:32]([O:21][CH3:20])[CH3:34])[CH:16]([CH3:18])[CH3:17])[C:2]1[CH:3]=[CH:4][CH:5]=[CH:6][CH:7]=1. (2) Given the reactants [CH3:1][S:2]([C:5]1[CH:10]=[CH:9][C:8]([NH:11][C:12]([C:14]2[CH:19]=[CH:18][N:17]=[CH:16][CH:15]=2)=[NH:13])=[CH:7][CH:6]=1)(=[O:4])=[O:3].C(=O)(O)[O-].[Na+].Br[CH2:26][C:27](=[O:32])[C:28]([F:31])([F:30])[F:29], predict the reaction product. The product is: [OH:32][C:27]1([C:28]([F:31])([F:30])[F:29])[CH2:26][N:11]([C:8]2[CH:7]=[CH:6][C:5]([S:2]([CH3:1])(=[O:4])=[O:3])=[CH:10][CH:9]=2)[C:12]([C:14]2[CH:15]=[CH:16][N:17]=[CH:18][CH:19]=2)=[N:13]1. (3) Given the reactants [CH2:1]([OH:6])[C:2]#[C:3][CH2:4][CH3:5].[S:7](Cl)([C:10]1[CH:16]=[CH:15][C:13]([CH3:14])=[CH:12][CH:11]=1)(=[O:9])=[O:8].[OH-].[K+], predict the reaction product. The product is: [CH3:14][C:13]1[CH:15]=[CH:16][C:10]([S:7]([O:6][CH2:1][C:2]#[C:3][CH2:4][CH3:5])(=[O:9])=[O:8])=[CH:11][CH:12]=1. (4) Given the reactants [Br:1][C:2]1[CH:18]=[CH:17][C:5]2[C:6]3[N:7]=[C:8]([C:14]([OH:16])=O)[S:9][C:10]=3[CH2:11][CH2:12][O:13][C:4]=2[CH:3]=1.[C:19]([Cl:24])(=O)[C:20](Cl)=O, predict the reaction product. The product is: [Cl:24][C:19]1[CH:20]=[CH:3][CH:4]=[CH:5][C:6]=1[NH:7][C:14]([C:8]1[S:9][C:10]2[CH2:11][CH2:12][O:13][C:4]3[CH:3]=[C:2]([Br:1])[CH:18]=[CH:17][C:5]=3[C:6]=2[N:7]=1)=[O:16]. (5) Given the reactants B(F)(F)F.CCOCC.[C:10](#[N:14])[CH2:11][C:12]#[N:13].[N+](=[CH:17][C:18]([C:20]1[CH:25]=[CH:24][CH:23]=[CH:22][CH:21]=1)=[O:19])=[N-], predict the reaction product. The product is: [C:20]1([C:18]2[O:19][C:12]([CH2:11][C:10]#[N:14])=[N:13][CH:17]=2)[CH:25]=[CH:24][CH:23]=[CH:22][CH:21]=1. (6) Given the reactants [F:1][C:2]1[CH:3]=[C:4]([C:12]2[CH:17]=[CH:16][C:15]([O:18][CH2:19][CH:20]3[CH2:25][CH2:24][N:23]([CH2:26][C:27]([F:30])([CH3:29])[CH3:28])[CH2:22][CH2:21]3)=[C:14]([F:31])[CH:13]=2)[CH:5]=[CH:6][C:7]=1[C:8]([O:10]C)=[O:9].O.O[Li].O.Cl, predict the reaction product. The product is: [F:1][C:2]1[CH:3]=[C:4]([C:12]2[CH:17]=[CH:16][C:15]([O:18][CH2:19][CH:20]3[CH2:25][CH2:24][N:23]([CH2:26][C:27]([F:30])([CH3:28])[CH3:29])[CH2:22][CH2:21]3)=[C:14]([F:31])[CH:13]=2)[CH:5]=[CH:6][C:7]=1[C:8]([OH:10])=[O:9].